The task is: Predict the product of the given reaction.. This data is from Forward reaction prediction with 1.9M reactions from USPTO patents (1976-2016). (1) Given the reactants [CH:1]1([C:4]2[N:9]3[N:10]=[CH:11][C:12]([C:13]#[CH:14])=[C:8]3[N:7]=[C:6]([C:15]3[CH:20]=[CH:19][C:18]([C:21]([F:24])([F:23])[F:22])=[CH:17][CH:16]=3)[CH:5]=2)[CH2:3][CH2:2]1.Br[C:26]1[CH:27]=[C:28]([S:32]([NH2:35])(=[O:34])=[O:33])[CH:29]=[N:30][CH:31]=1, predict the reaction product. The product is: [CH:1]1([C:4]2[N:9]3[N:10]=[CH:11][C:12]([C:13]#[C:14][C:26]4[CH:27]=[C:28]([S:32]([NH2:35])(=[O:34])=[O:33])[CH:29]=[N:30][CH:31]=4)=[C:8]3[N:7]=[C:6]([C:15]3[CH:16]=[CH:17][C:18]([C:21]([F:22])([F:23])[F:24])=[CH:19][CH:20]=3)[CH:5]=2)[CH2:3][CH2:2]1. (2) Given the reactants [CH:1]([O:4][C:5]([N:7]1[CH2:13][CH2:12][CH2:11][CH:10]([N:14]([C:30](=[O:32])[CH3:31])[CH2:15][C:16]2[CH:21]=[C:20]([C:22]([F:25])([F:24])[F:23])[CH:19]=[C:18]([C:26]([F:29])([F:28])[F:27])[CH:17]=2)[C:9]2[CH:33]=[C:34](Br)[C:35]([CH3:37])=[CH:36][C:8]1=2)=[O:6])([CH3:3])[CH3:2].[CH3:39]B(O)O.C1(P(C2CCCCC2)C2C=CC=CC=2C2C(OC)=CC=CC=2OC)CCCCC1.O.P([O-])([O-])([O-])=O.[K+].[K+].[K+], predict the reaction product. The product is: [CH:1]([O:4][C:5]([N:7]1[CH2:13][CH2:12][CH2:11][CH:10]([N:14]([C:30](=[O:32])[CH3:31])[CH2:15][C:16]2[CH:21]=[C:20]([C:22]([F:25])([F:24])[F:23])[CH:19]=[C:18]([C:26]([F:29])([F:28])[F:27])[CH:17]=2)[C:9]2[CH:33]=[C:34]([CH3:39])[C:35]([CH3:37])=[CH:36][C:8]1=2)=[O:6])([CH3:3])[CH3:2]. (3) Given the reactants [Cl-].[Al+3].[Cl-].[Cl-].[CH3:5][O:6][C:7]1[C:15]2[O:14][C:13]([CH3:17])([CH3:16])[CH2:12][C:11]=2[CH:10]=[C:9]([CH:18]=[C:19]([CH3:21])[CH3:20])[CH:8]=1.BrBr.C([O:27]C(C)C)(C)C.[C:31](#[N:38])[C:32]1[CH:37]=[CH:36][CH:35]=[CH:34][CH:33]=1, predict the reaction product. The product is: [CH3:5][O:6][C:7]1[CH:8]=[C:9]2[C:10](=[C:11]3[CH2:12][C:13]([CH3:16])([CH3:17])[O:14][C:15]=13)[C:31]([C:32]1[CH:37]=[CH:36][CH:35]=[CH:34][CH:33]=1)=[N:38][C:19]([CH3:21])([CH3:20])[CH:18]2[OH:27]. (4) Given the reactants [CH:1]([N:4]1[C:12]2[CH:11]=[C:10]([NH:13][C:14]3[CH:19]=[CH:18][N:17]=[C:16]([S:20][CH2:21][C:22]([CH3:29])([CH3:28])[C:23]([O:25]CC)=[O:24])[N:15]=3)[N:9]=[CH:8][C:7]=2[N:6]=[C:5]1[CH3:30])([CH3:3])[CH3:2].O1CCCC1.[OH-].[Li+].C(O)(=O)CC(CC(O)=O)(C(O)=O)O, predict the reaction product. The product is: [CH:1]([N:4]1[C:12]2[CH:11]=[C:10]([NH:13][C:14]3[CH:19]=[CH:18][N:17]=[C:16]([S:20][CH2:21][C:22]([CH3:28])([CH3:29])[C:23]([OH:25])=[O:24])[N:15]=3)[N:9]=[CH:8][C:7]=2[N:6]=[C:5]1[CH3:30])([CH3:3])[CH3:2]. (5) Given the reactants Cl.[NH:2]1[CH2:5][CH:4]([NH:6][C:7]2[C:12]([F:13])=[CH:11][N:10]=[C:9]([C:14]3[C:22]4[C:17](=[N:18][CH:19]=[C:20]([Cl:23])[CH:21]=4)[N:16]([S:24]([C:27]4[CH:33]=[CH:32][C:30]([CH3:31])=[CH:29][CH:28]=4)(=[O:26])=[O:25])[CH:15]=3)[N:8]=2)[CH2:3]1.CCN(C(C)C)C(C)C.[CH2:43]([S:46](Cl)(=[O:48])=[O:47])[CH2:44][CH3:45].N1CCOCC1, predict the reaction product. The product is: [Cl:23][C:20]1[CH:21]=[C:22]2[C:14]([C:9]3[N:8]=[C:7]([NH:6][CH:4]4[CH2:3][N:2]([S:46]([CH2:43][CH2:44][CH3:45])(=[O:48])=[O:47])[CH2:5]4)[C:12]([F:13])=[CH:11][N:10]=3)=[CH:15][N:16]([S:24]([C:27]3[CH:33]=[CH:32][C:30]([CH3:31])=[CH:29][CH:28]=3)(=[O:26])=[O:25])[C:17]2=[N:18][CH:19]=1.